Dataset: Forward reaction prediction with 1.9M reactions from USPTO patents (1976-2016). Task: Predict the product of the given reaction. (1) Given the reactants [OH:1][C:2]1[CH:7]=[CH:6][C:5]([S:8][C:9]2[O:10][C:11]([CH2:20][CH2:21][C:22]([O:24][CH3:25])=[O:23])=[C:12]([C:14]3[CH:19]=[CH:18][CH:17]=[CH:16][CH:15]=3)[N:13]=2)=[CH:4][CH:3]=1.Cl[CH2:27][C:28]1[N:29]=[C:30]([C:34]2[CH:39]=[CH:38][CH:37]=[CH:36][CH:35]=2)[O:31][C:32]=1[CH3:33].C(=O)([O-])[O-].[K+].[K+].CN(C)C=O, predict the reaction product. The product is: [CH3:33][C:32]1[O:31][C:30]([C:34]2[CH:35]=[CH:36][CH:37]=[CH:38][CH:39]=2)=[N:29][C:28]=1[CH2:27][O:1][C:2]1[CH:7]=[CH:6][C:5]([S:8][C:9]2[O:10][C:11]([CH2:20][CH2:21][C:22]([O:24][CH3:25])=[O:23])=[C:12]([C:14]3[CH:19]=[CH:18][CH:17]=[CH:16][CH:15]=3)[N:13]=2)=[CH:4][CH:3]=1. (2) Given the reactants O[N:2]1C(=O)C2=CC=CC=C2C1=O.[CH:13]1([CH2:18][CH2:19][CH2:20][OH:21])[CH2:17][CH2:16][CH2:15][CH2:14]1, predict the reaction product. The product is: [CH:13]1([CH2:18][CH2:19][CH2:20][O:21][NH2:2])[CH2:17][CH2:16][CH2:15][CH2:14]1. (3) The product is: [C:1]([O:7][CH2:8][C@H:9]([NH2:17])[CH2:10][C:11]1[CH:16]=[CH:15][CH:14]=[CH:13][CH:12]=1)(=[O:6])[C:2]([CH3:5])([CH3:4])[CH3:3]. Given the reactants [C:1]([O:7][CH2:8][C@H:9]([NH:17]C(OC(C)(C)C)=O)[CH2:10][C:11]1[CH:16]=[CH:15][CH:14]=[CH:13][CH:12]=1)(=[O:6])[C:2]([CH3:5])([CH3:4])[CH3:3].FC(F)(F)C(O)=O, predict the reaction product. (4) Given the reactants [NH:1]1[CH:5]=[CH:4][CH:3]=[N:2]1.C(=O)([O-])[O-].[Cs+].[Cs+].Br[C:13]1[CH:14]=[C:15]([CH2:19][OH:20])[CH:16]=[N:17][CH:18]=1.C(OCC)(=O)C, predict the reaction product. The product is: [N:1]1([C:13]2[CH:14]=[C:15]([CH2:19][OH:20])[CH:16]=[N:17][CH:18]=2)[CH:5]=[CH:4][CH:3]=[N:2]1. (5) Given the reactants [SH:1][C:2]1[CH:3]=[C:4]([CH:9]=[CH:10][CH:11]=1)[C:5]([O:7][CH3:8])=[O:6].[Br:12][C:13]1[C:26]2[C:17](=[N:18][C:19]3[C:24]([C:25]=2Cl)=[CH:23][CH:22]=[C:21]([O:28][CH3:29])[CH:20]=3)[CH:16]=[CH:15][CH:14]=1.[H-].[Na+], predict the reaction product. The product is: [Br:12][C:13]1[C:26]2[C:17](=[N:18][C:19]3[C:24]([C:25]=2[S:1][C:2]2[CH:3]=[C:4]([CH:9]=[CH:10][CH:11]=2)[C:5]([O:7][CH3:8])=[O:6])=[CH:23][CH:22]=[C:21]([O:28][CH3:29])[CH:20]=3)[CH:16]=[CH:15][CH:14]=1. (6) Given the reactants [NH:1]1[C:9]2[CH:8]=[CH:7][CH:6]=[C:5]([C:10]([OH:12])=[O:11])[C:4]=2[CH2:3][CH2:2]1.[O:13](C(OC(C)(C)C)=O)[C:14]([O:16][C:17]([CH3:20])([CH3:19])[CH3:18])=O.CCN(CC)CC.Cl.N1C2C(=CC=CC=2)C=C1, predict the reaction product. The product is: [C:17]([O:16][C:14]([N:1]1[C:9]2[CH:8]=[CH:7][CH:6]=[C:5]([C:10]([OH:12])=[O:11])[C:4]=2[CH:3]=[CH:2]1)=[O:13])([CH3:20])([CH3:19])[CH3:18]. (7) Given the reactants [CH:1]([C:3]1[S:4][CH:5]=[C:6]([CH2:8][N:9]([CH3:17])[C:10](=[O:16])[O:11][C:12]([CH3:15])([CH3:14])[CH3:13])[N:7]=1)=O.[O:18]1[C:22]([C:23]2[CH:28]=[CH:27][C:26]([NH:29][NH2:30])=[CH:25][CH:24]=2)=[CH:21][N:20]=[CH:19]1, predict the reaction product. The product is: [CH3:17][N:9]([CH2:8][C:6]1[N:7]=[C:3]([CH:1]=[N:30][NH:29][C:26]2[CH:25]=[CH:24][C:23]([C:22]3[O:18][CH:19]=[N:20][CH:21]=3)=[CH:28][CH:27]=2)[S:4][CH:5]=1)[C:10](=[O:16])[O:11][C:12]([CH3:15])([CH3:14])[CH3:13].